The task is: Regression. Given a peptide amino acid sequence and an MHC pseudo amino acid sequence, predict their binding affinity value. This is MHC class I binding data.. This data is from Peptide-MHC class I binding affinity with 185,985 pairs from IEDB/IMGT. (1) The peptide sequence is YCDPKRYFV. The MHC is HLA-A30:02 with pseudo-sequence HLA-A30:02. The binding affinity (normalized) is 0. (2) The peptide sequence is YREAGIPVL. The MHC is HLA-B08:01 with pseudo-sequence HLA-B08:01. The binding affinity (normalized) is 0.0847. (3) The peptide sequence is DLLENLQAY. The MHC is HLA-A03:01 with pseudo-sequence HLA-A03:01. The binding affinity (normalized) is 0.0847. (4) The peptide sequence is YMLKDSAPT. The MHC is HLA-A02:19 with pseudo-sequence HLA-A02:19. The binding affinity (normalized) is 0.770. (5) The peptide sequence is NLAPHLLLI. The MHC is HLA-A02:06 with pseudo-sequence HLA-A02:06. The binding affinity (normalized) is 0.689. (6) The binding affinity (normalized) is 0.547. The MHC is HLA-A02:01 with pseudo-sequence HLA-A02:01. The peptide sequence is VVFVVFMGV.